From a dataset of TCR-epitope binding with 47,182 pairs between 192 epitopes and 23,139 TCRs. Binary Classification. Given a T-cell receptor sequence (or CDR3 region) and an epitope sequence, predict whether binding occurs between them. (1) Result: 0 (the TCR does not bind to the epitope). The TCR CDR3 sequence is CASSTDPASSYNSPLHF. The epitope is TPRVTGGGAM. (2) The epitope is FLPRVFSAV. The TCR CDR3 sequence is CASSLGADQPQHF. Result: 0 (the TCR does not bind to the epitope).